From a dataset of Full USPTO retrosynthesis dataset with 1.9M reactions from patents (1976-2016). Predict the reactants needed to synthesize the given product. (1) Given the product [C:1]([C:4]1[CH:8]=[C:7]([C:9]([O:11][CH2:12][CH3:13])=[O:10])[N:6]([CH3:14])[N:5]=1)(=[O:3])[CH3:2], predict the reactants needed to synthesize it. The reactants are: [C:1]([C:4]1[CH:8]=[C:7]([C:9]([O:11][CH2:12][CH3:13])=[O:10])[NH:6][N:5]=1)(=[O:3])[CH3:2].[C:14](=O)([O-])[O-].[K+].[K+].IC. (2) Given the product [CH3:10][N:9]([CH3:11])[CH2:8][C:5]1[CH:4]=[CH:3][C:2]([B:12]2[O:16][C:15]([CH3:18])([CH3:17])[C:14]([CH3:20])([CH3:19])[O:13]2)=[CH:7][N:6]=1, predict the reactants needed to synthesize it. The reactants are: Br[C:2]1[CH:3]=[CH:4][C:5]([CH2:8][N:9]([CH3:11])[CH3:10])=[N:6][CH:7]=1.[B:12]1([B:12]2[O:16][C:15]([CH3:18])([CH3:17])[C:14]([CH3:20])([CH3:19])[O:13]2)[O:16][C:15]([CH3:18])([CH3:17])[C:14]([CH3:20])([CH3:19])[O:13]1.C([O-])(=O)C.[K+].C(Cl)Cl. (3) Given the product [C:5]([O:9][C:10](=[O:27])[C:11]1[C:16]([NH:17][C:18]2[CH:23]=[CH:22][C:21]([Br:24])=[CH:20][C:19]=2[Cl:25])=[CH:15][C:14]([N:1]=[N+:2]=[N-:3])=[N:13][CH:12]=1)([CH3:8])([CH3:6])[CH3:7], predict the reactants needed to synthesize it. The reactants are: [N-:1]=[N+:2]=[N-:3].[Na+].[C:5]([O:9][C:10](=[O:27])[C:11]1[C:16]([NH:17][C:18]2[CH:23]=[CH:22][C:21]([Br:24])=[CH:20][C:19]=2[Cl:25])=[CH:15][C:14](Cl)=[N:13][CH:12]=1)([CH3:8])([CH3:7])[CH3:6]. (4) Given the product [C:1]([O:5][C@@H:6]([C:11]1[C:26]([CH3:27])=[CH:25][C:14]2[N:15]=[C:16]([C:18]3[CH:23]=[CH:22][N:21]=[C:20]([C:41]4[N:42]=[CH:43][C:44]5[N:36]([CH3:35])[N:37]=[C:38]([CH3:58])[C:39]=5[N:40]=4)[CH:19]=3)[S:17][C:13]=2[C:12]=1[C:28]1[CH:29]=[CH:30][C:31]([Cl:34])=[CH:32][CH:33]=1)[C:7]([O:9][CH3:10])=[O:8])([CH3:2])([CH3:4])[CH3:3], predict the reactants needed to synthesize it. The reactants are: [C:1]([O:5][C@@H:6]([C:11]1[C:26]([CH3:27])=[CH:25][C:14]2[N:15]=[C:16]([C:18]3[CH:23]=[CH:22][N:21]=[C:20](Cl)[CH:19]=3)[S:17][C:13]=2[C:12]=1[C:28]1[CH:33]=[CH:32][C:31]([Cl:34])=[CH:30][CH:29]=1)[C:7]([O:9][CH3:10])=[O:8])([CH3:4])([CH3:3])[CH3:2].[CH3:35][N:36]1[C:44]2[CH:43]=[N:42][C:41]([Sn](CCCC)(CCCC)CCCC)=[N:40][C:39]=2[C:38]([CH3:58])=[N:37]1.